This data is from Experimentally validated miRNA-target interactions with 360,000+ pairs, plus equal number of negative samples. The task is: Binary Classification. Given a miRNA mature sequence and a target amino acid sequence, predict their likelihood of interaction. The miRNA is hsa-miR-6806-3p with sequence UGAAGCUCUGACAUUCCUGCAG. The protein sequence of the target gene is MRVMAPRALLLLLSGGLALTETWACSHSMRYFDTAVSRPGRGEPRFISVGYVDDTQFVRFDSDAASPRGEPRAPWVEQEGPEYWDRETQKYKRQAQADRVSLRNLRGYYNQSEDGSHTLQRMSGCDLGPDGRLLRGYDQSAYDGKDYIALNEDLRSWTAADTAAQITQRKLEAARAAEQLRAYLEGTCVEWLRRYLENGKETLQRAEPPKTHVTHHPLSDHEATLRCWALGFYPAEITLTWQRDGEDQTQDTELVETRPAGDGTFQKWAAVVVPSGQEQRYTCHMQHEGLQEPLTLSWEP.... Result: 0 (no interaction).